Dataset: Reaction yield outcomes from USPTO patents with 853,638 reactions. Task: Predict the reaction yield, written as a fraction of the theoretical maximum amount of product (1.0 means a 100% yield; for example, 0.34 means a 34% yield). (1) The reactants are [Br:1][C:2]1[CH:3]=[C:4]([C:8]2[C:17]([C:18](=O)[C:19]#[CH:20])=[C:11]3[CH:12]=[CH:13][CH:14]=[C:15]([Cl:16])[N:10]3[N:9]=2)[CH:5]=[CH:6][CH:7]=1.Cl.[CH:23]1([NH:28][C:29]([NH2:31])=[NH:30])[CH2:27][CH2:26][CH2:25][CH2:24]1.[O-]CC.[Na+]. No catalyst specified. The product is [Br:1][C:2]1[CH:3]=[C:4]([C:8]2[C:17]([C:18]3[CH:19]=[CH:20][N:31]=[C:29]([NH:28][CH:23]4[CH2:27][CH2:26][CH2:25][CH2:24]4)[N:30]=3)=[C:11]3[CH:12]=[CH:13][CH:14]=[C:15]([Cl:16])[N:10]3[N:9]=2)[CH:5]=[CH:6][CH:7]=1. The yield is 0.460. (2) The reactants are [NH2:1][C:2]1[N:10]=[CH:9][N:8]=[C:7]2[C:3]=1[N:4]=[CH:5][N:6]2[C@H:11]1[C@H:15]([OH:16])[C@H:14]([OH:17])[C@@H:13]([CH2:18][Cl:19])[O:12]1.O.[C:21]1(C)[CH:26]=CC(S(O)(=O)=O)=C[CH:22]=1.C(OCC)(OCC)OCC.C(=O)([O-])[O-].[K+].[K+]. The catalyst is CC(C)=O. The product is [Cl:19][CH2:18][C@@H:13]1[C@H:14]2[O:17][C:21]([CH3:26])([CH3:22])[O:16][C@H:15]2[C@H:11]([N:6]2[CH:5]=[N:4][C:3]3[C:7]2=[N:8][CH:9]=[N:10][C:2]=3[NH2:1])[O:12]1. The yield is 0.820.